Dataset: Choline transporter screen with 302,306 compounds. Task: Binary Classification. Given a drug SMILES string, predict its activity (active/inactive) in a high-throughput screening assay against a specified biological target. (1) The drug is O=C(Nc1c(N2CCN(CC2)C)cccc1)c1cc([N+]([O-])=O)c(N2CCCCC2)cc1. The result is 0 (inactive). (2) The drug is Fc1ccc(N2CCN(C3CCCN(C3)C(=O)CCc3c(n(nc3C)C)C)CC2)cc1. The result is 0 (inactive). (3) The molecule is n1(c2c(c(c1)/C=N\Nc1[nH]c3c(n1)cccc3)cccc2)CC#C. The result is 0 (inactive).